Dataset: Full USPTO retrosynthesis dataset with 1.9M reactions from patents (1976-2016). Task: Predict the reactants needed to synthesize the given product. The reactants are: [C:1]([C:3]1[C:11]2[CH2:10][CH2:9][NH:8][CH2:7][C:6]=2[S:5][C:4]=1[NH:12][C:13](=[O:25])[CH:14]=[CH:15][C:16]1[CH:21]=[CH:20][CH:19]=[CH:18][C:17]=1[O:22][CH2:23][CH3:24])#[N:2].C([C:28]1C2CCNCC=2S[C:29]=1[NH:37][C:38](=[O:46])C=CC1OC=CC=1)#N. Given the product [CH2:29]([NH:37][C:38]([N:8]1[CH2:9][CH2:10][C:11]2[C:3]([C:1]#[N:2])=[C:4]([NH:12][C:13](=[O:25])/[CH:14]=[CH:15]/[C:16]3[CH:21]=[CH:20][CH:19]=[CH:18][C:17]=3[O:22][CH2:23][CH3:24])[S:5][C:6]=2[CH2:7]1)=[O:46])[CH3:28], predict the reactants needed to synthesize it.